Dataset: CYP2C19 inhibition data for predicting drug metabolism from PubChem BioAssay. Task: Regression/Classification. Given a drug SMILES string, predict its absorption, distribution, metabolism, or excretion properties. Task type varies by dataset: regression for continuous measurements (e.g., permeability, clearance, half-life) or binary classification for categorical outcomes (e.g., BBB penetration, CYP inhibition). Dataset: cyp2c19_veith. (1) The molecule is O=C(c1nc2ccc([N+](=O)[O-])cc2[nH]c1=O)[C@@H](O)c1ccc2c(c1)OCO2. The result is 0 (non-inhibitor). (2) The molecule is COCCn1c(=O)c(-c2ccc(F)cc2)nc2cnc(N3CCOCC3)nc21. The result is 0 (non-inhibitor). (3) The molecule is CN(C)C(=O)c1ccc(-c2ccc3ncnc(NCCN4CCOCC4)c3c2)cc1. The result is 0 (non-inhibitor).